Task: Predict which catalyst facilitates the given reaction.. Dataset: Catalyst prediction with 721,799 reactions and 888 catalyst types from USPTO (1) Reactant: C(OC([NH:11][C:12]1[C:13]([F:32])=[CH:14][C:15]([F:31])=[C:16]([C:18]2[CH2:19][CH2:20][N:21]([C:24]([O:26][C:27]([CH3:30])([CH3:29])[CH3:28])=[O:25])[CH2:22][CH:23]=2)[CH:17]=1)=O)C1C=CC=CC=1.[H][H]. Product: [NH2:11][C:12]1[C:13]([F:32])=[CH:14][C:15]([F:31])=[C:16]([CH:18]2[CH2:23][CH2:22][N:21]([C:24]([O:26][C:27]([CH3:28])([CH3:30])[CH3:29])=[O:25])[CH2:20][CH2:19]2)[CH:17]=1. The catalyst class is: 407. (2) Reactant: Br[CH:2]1[C:6]2([C:14]3[C:9](=[CH:10][CH:11]=[CH:12][CH:13]=3)[NH:8][C:7]2=[O:15])[CH2:5][CH2:4][CH2:3]1.[H-].[Na+].C([Li])CCC.C([O:26][B:27](OC(C)C)[O:28]C(C)C)(C)C.Cl. Product: [NH:8]1[C:9]2[C:14](=[CH:13][CH:12]=[CH:11][CH:10]=2)[C:6]2([CH:2]([B:27]([OH:28])[OH:26])[CH2:3][CH2:4][CH2:5]2)[C:7]1=[O:15]. The catalyst class is: 1. (3) Reactant: Cl[Sn]Cl.[CH2:4]([O:6][C:7]([N:9]1[C:13]2[CH2:14][N:15]([S:17]([C:20]3[CH:25]=[CH:24][CH:23]=[C:22]([F:26])[CH:21]=3)(=[O:19])=[O:18])[CH2:16][C:12]=2[C:11]([NH:27][C:28](=[O:45])[C:29]2[CH:34]=[CH:33][C:32]([N:35]3[CH2:40][CH2:39][N:38]([CH3:41])[CH2:37][CH2:36]3)=[C:31]([N+:42]([O-])=O)[CH:30]=2)=[N:10]1)=[O:8])[CH3:5]. Product: [CH2:4]([O:6][C:7]([N:9]1[C:13]2[CH2:14][N:15]([S:17]([C:20]3[CH:25]=[CH:24][CH:23]=[C:22]([F:26])[CH:21]=3)(=[O:19])=[O:18])[CH2:16][C:12]=2[C:11]([NH:27][C:28](=[O:45])[C:29]2[CH:34]=[CH:33][C:32]([N:35]3[CH2:40][CH2:39][N:38]([CH3:41])[CH2:37][CH2:36]3)=[C:31]([NH2:42])[CH:30]=2)=[N:10]1)=[O:8])[CH3:5]. The catalyst class is: 361.